This data is from hERG Central: cardiac toxicity at 1µM, 10µM, and general inhibition. The task is: Predict hERG channel inhibition at various concentrations. (1) The drug is COc1ccc(C(=O)N2CCC(C(=O)Nc3ccc(C)cc3)CC2)cc1. Results: hERG_inhib (hERG inhibition (general)): blocker. (2) The compound is Cc1ccc(-n2nc(C)c3c(C)c(CCC(=O)NCCCOC(C)C)c(C)nc32)cc1. Results: hERG_inhib (hERG inhibition (general)): blocker. (3) The compound is CC1(C(=O)NCCCNc2ncc(C(F)(F)F)cc2Cl)C=CCN1C(=O)c1ccccc1. Results: hERG_inhib (hERG inhibition (general)): blocker. (4) The compound is COc1ccc2[nH]cc(C(=O)CN3CCN(C4CCCCC4)CC3)c2c1. Results: hERG_inhib (hERG inhibition (general)): blocker.